The task is: Predict the reactants needed to synthesize the given product.. This data is from Full USPTO retrosynthesis dataset with 1.9M reactions from patents (1976-2016). (1) Given the product [CH3:7][C:8]([CH3:41])([CH2:39][CH3:40])[CH2:9][C:10]1[N:11]=[C:12]([C:21]([OH:38])([CH3:37])[CH2:22][C:23]2[CH:24]=[CH:25][C:26]([C:29]3[CH:34]=[CH:33][CH:32]=[CH:31][C:30]=3[S:35]([CH3:36])=[O:2])=[CH:27][CH:28]=2)[N:13]([S:15]([N:18]([CH3:19])[CH3:20])(=[O:16])=[O:17])[CH:14]=1, predict the reactants needed to synthesize it. The reactants are: I([O-])(=O)(=O)=[O:2].[Na+].[CH3:7][C:8]([CH3:41])([CH2:39][CH3:40])[CH2:9][C:10]1[N:11]=[C:12]([C:21]([OH:38])([CH3:37])[CH2:22][C:23]2[CH:28]=[CH:27][C:26]([C:29]3[CH:34]=[CH:33][CH:32]=[CH:31][C:30]=3[S:35][CH3:36])=[CH:25][CH:24]=2)[N:13]([S:15]([N:18]([CH3:20])[CH3:19])(=[O:17])=[O:16])[CH:14]=1. (2) Given the product [CH2:1]([N:8]1[CH2:17][CH2:16][C:15]2[C:14]([NH:28][C:27]3[CH:29]=[CH:30][C:24]([C:20]([CH3:23])([CH3:22])[CH3:21])=[CH:25][CH:26]=3)=[N:13][C:12]([CH3:19])=[N:11][C:10]=2[CH2:9]1)[C:2]1[CH:7]=[CH:6][CH:5]=[CH:4][CH:3]=1, predict the reactants needed to synthesize it. The reactants are: [CH2:1]([N:8]1[CH2:17][CH2:16][C:15]2[C:14](Cl)=[N:13][C:12]([CH3:19])=[N:11][C:10]=2[CH2:9]1)[C:2]1[CH:7]=[CH:6][CH:5]=[CH:4][CH:3]=1.[C:20]([C:24]1[CH:30]=[CH:29][C:27]([NH2:28])=[CH:26][CH:25]=1)([CH3:23])([CH3:22])[CH3:21].N1C=CC=CC=1.C([O-])(O)=O.[Na+]. (3) Given the product [CH2:1]([O:8][C:9]1[CH:10]=[C:11]2[C:12]([C:18]([OH:20])=[CH:17][C:16]([C:21]([O:23][CH2:24][CH3:25])=[O:22])=[CH:15]2)=[CH:13][CH:14]=1)[C:2]1[CH:3]=[CH:4][CH:5]=[CH:6][CH:7]=1, predict the reactants needed to synthesize it. The reactants are: [CH2:1]([O:8][C:9]1[CH:10]=[C:11](/[CH:15]=[C:16](/[C:21]([O:23][CH2:24][CH3:25])=[O:22])\[CH2:17][C:18]([OH:20])=O)[CH:12]=[CH:13][CH:14]=1)[C:2]1[CH:7]=[CH:6][CH:5]=[CH:4][CH:3]=1.C(OC(=O)C)(=O)C.C([O-])(=O)C.[Na+].C(=O)([O-])[O-].[K+].[K+].Cl. (4) Given the product [F:12][As-:13]([F:18])([F:17])([F:16])([F:15])[F:14].[CH2:2]([O:4][CH2:5][N+:6]1([CH3:11])[CH2:10][CH2:9][CH2:8][CH2:7]1)[CH3:3], predict the reactants needed to synthesize it. The reactants are: [Cl-].[CH2:2]([O:4][CH2:5][N+:6]1([CH3:11])[CH2:10][CH2:9][CH2:8][CH2:7]1)[CH3:3].[F:12][As-:13]([F:18])([F:17])([F:16])([F:15])[F:14].[Li+].C(Cl)(Cl)Cl. (5) Given the product [Cl:24][C:25]1[N:30]=[C:29]([NH:1][C:2]2[CH:3]=[C:4]([C:8]#[C:9][C:10]3[CH:15]=[C:14]([NH:16][C:17](=[O:23])[O:18][C:19]([CH3:20])([CH3:22])[CH3:21])[CH:13]=[CH:12][N:11]=3)[CH:5]=[CH:6][CH:7]=2)[C:28]([Cl:32])=[CH:27][N:26]=1, predict the reactants needed to synthesize it. The reactants are: [NH2:1][C:2]1[CH:3]=[C:4]([C:8]#[C:9][C:10]2[CH:15]=[C:14]([NH:16][C:17](=[O:23])[O:18][C:19]([CH3:22])([CH3:21])[CH3:20])[CH:13]=[CH:12][N:11]=2)[CH:5]=[CH:6][CH:7]=1.[Cl:24][C:25]1[N:30]=[C:29](Cl)[C:28]([Cl:32])=[CH:27][N:26]=1.C(=O)([O-])[O-].[K+].[K+]. (6) Given the product [Br:10][C:5]1[CH:4]=[C:3]([CH2:11][O:21][C:16]2[CH:17]=[CH:18][CH:19]=[CH:20][C:15]=2[C:14]([F:22])([F:23])[F:13])[C:2]([Br:1])=[CH:7][C:6]=1[CH2:8][O:27][C:24]1[CH:19]=[CH:18][CH:17]=[CH:16][C:15]=1[C:14]([F:23])([F:22])[F:13], predict the reactants needed to synthesize it. The reactants are: [Br:1][C:2]1[CH:7]=[C:6]([CH2:8]Br)[C:5]([Br:10])=[CH:4][C:3]=1[CH2:11]Br.[F:13][C:14]([F:23])([F:22])[C:15]1[CH:20]=[CH:19][CH:18]=[CH:17][C:16]=1[OH:21].[C:24](=[O:27])([O-])[O-].[K+].[K+]. (7) The reactants are: O=P(Cl)(Cl)Cl.[Cl:6][C:7]1[CH:12]=[C:11]([Cl:13])[CH:10]=[CH:9][C:8]=1[C:14]1[N:15]2[N:22]=[C:21]([CH3:23])[CH:20]=[C:16]2[O:17][C:18]=1[CH3:19].CN([CH:27]=[O:28])C. Given the product [Cl:6][C:7]1[CH:12]=[C:11]([Cl:13])[CH:10]=[CH:9][C:8]=1[C:14]1[N:15]2[N:22]=[C:21]([CH3:23])[C:20]([CH:27]=[O:28])=[C:16]2[O:17][C:18]=1[CH3:19], predict the reactants needed to synthesize it.